Dataset: HIV replication inhibition screening data with 41,000+ compounds from the AIDS Antiviral Screen. Task: Binary Classification. Given a drug SMILES string, predict its activity (active/inactive) in a high-throughput screening assay against a specified biological target. (1) The molecule is CC1(Cl)CC(O)C2(CC1Br)C1(C)OC1C1OC1(Br)C2(C)C. The result is 0 (inactive). (2) The molecule is NC(Cc1ccc(N(CCCl)CCCl)cc1)C(=O)O. The result is 0 (inactive). (3) The drug is CC1=NN(C(=O)CC(=O)Nc2ccc(C)cc2)C(=O)C1N=Nc1ccc(C(=O)O)cc1. The result is 0 (inactive). (4) The compound is CC1(C)C2CC(O)C1(C)CC2=O. The result is 0 (inactive). (5) The compound is O=C(O)c1c2c(cc3c(=O)c4ccccc4[nH]c13)CCCC2. The result is 0 (inactive).